Task: Regression/Classification. Given a drug SMILES string, predict its toxicity properties. Task type varies by dataset: regression for continuous values (e.g., LD50, hERG inhibition percentage) or binary classification for toxic/non-toxic outcomes (e.g., AMES mutagenicity, cardiotoxicity, hepatotoxicity). Dataset: herg_karim.. Dataset: hERG potassium channel inhibition data for cardiac toxicity prediction from Karim et al. (1) The molecule is Cc1nc2ccccc2n1C1CC2CCC(C1)N2CCC1(c2ccccc2)CCN(C(=O)c2cccc(S(=O)(=O)N(C)C)c2)CC1. The result is 1 (blocker). (2) The molecule is CCOC[C@H](Oc1ncnc2c1cnn2-c1ncccc1Cl)C(=O)Nc1cnc(C)cn1. The result is 0 (non-blocker). (3) The compound is CN1CCN2c3ccccc3Cc3ccccc3C2C1. The result is 1 (blocker). (4) The compound is Cn1c(SCCCN2CC[C@]3(C[C@@H]3c3ccc(C(F)(F)F)cc3)C2)nnc1-c1ccc(-c2ncco2)cc1. The result is 1 (blocker). (5) The molecule is N[C@H](C(=O)N1CCC(F)C1)C1CCC(NC(=O)OCc2ccccc2)CC1. The result is 0 (non-blocker). (6) The molecule is O=S(=O)(c1ccc(F)cc1)c1ccc(/C=C/c2ccc(F)cc2)nc1. The result is 1 (blocker).